This data is from Reaction yield outcomes from USPTO patents with 853,638 reactions. The task is: Predict the reaction yield, written as a fraction of the theoretical maximum amount of product (1.0 means a 100% yield; for example, 0.34 means a 34% yield). (1) The reactants are [CH2:1]([N:3]([CH2:30][CH3:31])[CH2:4][CH2:5][NH:6][C:7]([C:9]1[C:17]2[CH2:16][CH2:15][CH2:14]/[C:13](=[C:18]3/[C:19](=[O:28])[NH:20][C:21]4[C:26]/3=[CH:25][C:24]([F:27])=[CH:23][CH:22]=4)/[C:12]=2[NH:11][C:10]=1[CH3:29])=[O:8])[CH3:2].C(#N)C.[C:35]([OH:44])(=[O:43])[C@@H:36]([C@H:38]([C:40]([OH:42])=[O:41])[OH:39])[OH:37]. The catalyst is ClCCl. The product is [C:40]([C@@H:38]([C@H:36]([C:35]([OH:44])=[O:43])[OH:37])[OH:39])([OH:42])=[O:41].[CH2:30]([N:3]([CH2:1][CH3:2])[CH2:4][CH2:5][NH:6][C:7]([C:9]1[C:17]2[CH2:16][CH2:15][CH2:14]/[C:13](=[C:18]3/[C:19](=[O:28])[NH:20][C:21]4[C:26]/3=[CH:25][C:24]([F:27])=[CH:23][CH:22]=4)/[C:12]=2[NH:11][C:10]=1[CH3:29])=[O:8])[CH3:31]. The yield is 0.910. (2) The reactants are [CH3:1][O:2][C:3]1[CH:18]=[CH:17][C:6]([CH2:7][NH:8][C:9]2[C:10]([C:15]#[N:16])=[N:11][CH:12]=[CH:13][N:14]=2)=[CH:5][CH:4]=1.[NH2:19][OH:20]. The catalyst is CO.O. The product is [OH:20][N:19]=[C:15]([C:10]1[C:9]([NH:8][CH2:7][C:6]2[CH:17]=[CH:18][C:3]([O:2][CH3:1])=[CH:4][CH:5]=2)=[N:14][CH:13]=[CH:12][N:11]=1)[NH2:16]. The yield is 0.980. (3) The reactants are N1([C:7]2[CH:17]=[CH:16][C:10]3[CH:11]=[CH:12][CH:13]=[CH:14][NH:15][C:9]=3[CH:8]=2)CCOCC1.[OH-].[Na+]. The catalyst is CO. The product is [N:15]1[CH2:14][CH:13]=[CH:12][CH:11]=[C:10]2[CH:16]=[CH:17][CH:7]=[CH:8][C:9]=12. The yield is 0.890.